From a dataset of Full USPTO retrosynthesis dataset with 1.9M reactions from patents (1976-2016). Predict the reactants needed to synthesize the given product. (1) Given the product [CH:20]1([NH:23][CH2:6][C@@H:7]([NH:9][C:10](=[O:11])[O:12][CH2:13][C:14]2[CH:19]=[CH:18][CH:17]=[CH:16][CH:15]=2)[CH3:8])[CH2:22][CH2:21]1, predict the reactants needed to synthesize it. The reactants are: CS(O[CH2:6][C@@H:7]([NH:9][C:10]([O:12][CH2:13][C:14]1[CH:19]=[CH:18][CH:17]=[CH:16][CH:15]=1)=[O:11])[CH3:8])(=O)=O.[CH:20]1([NH2:23])[CH2:22][CH2:21]1. (2) Given the product [N+:1]([C:4]1[CH:9]=[C:8]([Cl:10])[CH:7]=[C:6]([CH2:11][CH:12]=[CH2:13])[C:5]=1[O:14][CH3:17])([O-:3])=[O:2], predict the reactants needed to synthesize it. The reactants are: [N+:1]([C:4]1[CH:9]=[C:8]([Cl:10])[CH:7]=[C:6]([CH2:11][CH:12]=[CH2:13])[C:5]=1[OH:14])([O-:3])=[O:2].CI.[C:17](=O)([O-])[O-].[K+].[K+]. (3) Given the product [CH2:1]([C@H:8]1[CH2:12][O:11][C:10](=[O:13])[N:9]1[C:14](=[O:19])[C@@H:15]([O:16][CH2:17][CH3:18])[C@@H:32]([C:31]1[CH:34]=[CH:35][C:28]([O:27][CH2:20][C:21]2[CH:26]=[CH:25][CH:24]=[CH:23][CH:22]=2)=[CH:29][C:30]=1[C:36]([F:37])([F:38])[F:39])[OH:33])[C:2]1[CH:3]=[CH:4][CH:5]=[CH:6][CH:7]=1, predict the reactants needed to synthesize it. The reactants are: [CH2:1]([C@H:8]1[CH2:12][O:11][C:10](=[O:13])[N:9]1[C:14](=[O:19])[CH2:15][O:16][CH2:17][CH3:18])[C:2]1[CH:7]=[CH:6][CH:5]=[CH:4][CH:3]=1.[CH2:20]([O:27][C:28]1[CH:35]=[CH:34][C:31]([CH:32]=[O:33])=[C:30]([C:36]([F:39])([F:38])[F:37])[CH:29]=1)[C:21]1[CH:26]=[CH:25][CH:24]=[CH:23][CH:22]=1.[O-]S(C(F)(F)F)(=O)=O.C([B+]CCCC)CCC. (4) Given the product [CH2:1]([O:3][C:4]([C:6]1[N:14]([CH2:30][CH3:31])[C:13]2[CH:12]=[CH:11][N:10]=[CH:9][C:8]=2[C:7]=1[NH:15][C:16]1[CH:21]=[CH:20][C:19]([I:22])=[CH:18][C:17]=1[F:23])=[O:5])[CH3:2], predict the reactants needed to synthesize it. The reactants are: [CH2:1]([O:3][C:4]([C:6]1[NH:14][C:13]2[CH:12]=[CH:11][N:10]=[CH:9][C:8]=2[C:7]=1[NH:15][C:16]1[CH:21]=[CH:20][C:19]([I:22])=[CH:18][C:17]=1[F:23])=[O:5])[CH3:2].C(=O)([O-])[O-].[K+].[K+].[CH2:30](I)[CH3:31]. (5) Given the product [Br:1][C:2]1[CH:3]=[CH:4][C:5]([C:8]2[C:9](=[O:10])[C:11]3[C:12](=[CH:13][C:14]([OH:18])=[C:15]([Cl:17])[CH:16]=3)[O:19][C:20]=2[CH3:21])=[CH:6][CH:7]=1, predict the reactants needed to synthesize it. The reactants are: [Br:1][C:2]1[CH:7]=[CH:6][C:5]([CH2:8][C:9]([C:11]2[CH:16]=[C:15]([Cl:17])[C:14]([OH:18])=[CH:13][C:12]=2[OH:19])=[O:10])=[CH:4][CH:3]=1.[C:20](OC(=O)C)(=O)[CH3:21].C(=O)([O-])[O-].[K+].[K+].